Dataset: Forward reaction prediction with 1.9M reactions from USPTO patents (1976-2016). Task: Predict the product of the given reaction. (1) Given the reactants [Br-:1].[Br-].[Br-].C1([N+](C)(C)C)C=CC=CC=1.C1([N+](C)(C)C)C=CC=CC=1.C1([N+](C)(C)C)C=CC=CC=1.[CH3:34][C:35]([C:37]1[CH:38]=[CH:39][C:40]([OH:43])=[CH:41][CH:42]=1)=[O:36], predict the reaction product. The product is: [Br:1][CH2:34][C:35]([C:37]1[CH:42]=[CH:41][C:40]([OH:43])=[CH:39][CH:38]=1)=[O:36]. (2) Given the reactants [NH2:1][C:2]1[C:3]([SH:12])=[N:4][CH:5]=[C:6]([C:8]([F:11])([F:10])[F:9])[CH:7]=1.[Cl:13][C:14]1[C:15]([C:20](O)=[O:21])=[N:16][CH:17]=[CH:18][CH:19]=1.CCN=C=NCCCN(C)C.C1C=CC2N(O)N=NC=2C=1, predict the reaction product. The product is: [SH:12][C:3]1[C:2]([NH:1][C:20]([C:15]2[C:14]([Cl:13])=[CH:19][CH:18]=[CH:17][N:16]=2)=[O:21])=[CH:7][C:6]([C:8]([F:9])([F:11])[F:10])=[CH:5][N:4]=1. (3) Given the reactants [CH2:1]([N:8]1[CH2:12][C@@H:11]([OH:13])[C@H:10]([OH:14])[CH2:9]1)[C:2]1[CH:7]=[CH:6][CH:5]=[CH:4][CH:3]=1.[OH-].[K+].CS(O[CH2:22][CH2:23][CH2:24][CH2:25][CH2:26][CH2:27][CH2:28][CH2:29][CH2:30][CH2:31][CH2:32][CH2:33][CH2:34][CH3:35])(=O)=O.O, predict the reaction product. The product is: [CH2:1]([N:8]1[CH2:12][C@@H:11]([O:13][CH2:22][CH2:23][CH2:24][CH2:25][CH2:26][CH2:27][CH2:28][CH2:29][CH2:30][CH2:31][CH2:32][CH2:33][CH2:34][CH3:35])[C@H:10]([O:14][CH2:35][CH2:34][CH2:33][CH2:32][CH2:31][CH2:30][CH2:29][CH2:28][CH2:27][CH2:26][CH2:25][CH2:24][CH2:23][CH3:22])[CH2:9]1)[C:2]1[CH:3]=[CH:4][CH:5]=[CH:6][CH:7]=1. (4) Given the reactants [CH3:1][C@H:2]([C:4]1[CH:9]=[CH:8][CH:7]=[CH:6][N:5]=1)O.CS(Cl)(=O)=O.S([O-])(=O)(=O)C.[CH3:20][O:21][C:22]1[CH:27]=[CH:26][C:25]([C:28]2[C:33]([CH3:34])=[C:32]([C:35]([F:38])([F:37])[F:36])[N:31]3[N:39]=[CH:40][C:41]([C:42]([N:44]4[CH2:49][CH2:48][NH:47][CH2:46][C@H:45]4[CH3:50])=[O:43])=[C:30]3[N:29]=2)=[CH:24][CH:23]=1, predict the reaction product. The product is: [CH3:20][O:21][C:22]1[CH:23]=[CH:24][C:25]([C:28]2[C:33]([CH3:34])=[C:32]([C:35]([F:37])([F:36])[F:38])[N:31]3[N:39]=[CH:40][C:41]([C:42]([N:44]4[CH2:49][CH2:48][N:47]([C@H:2]([C:4]5[CH:9]=[CH:8][CH:7]=[CH:6][N:5]=5)[CH3:1])[CH2:46][C@H:45]4[CH3:50])=[O:43])=[C:30]3[N:29]=2)=[CH:26][CH:27]=1. (5) Given the reactants CO[C:3]1[CH:4]=[C:5]([CH:33]2[CH2:38][CH2:37][N:36]([C:39]([O:41][C:42]([CH3:45])([CH3:44])[CH3:43])=[O:40])[CH2:35][CH2:34]2)[CH:6]=[CH:7][C:8]=1[NH:9][C:10]1[N:15]=[C:14]([CH2:16][CH2:17][C:18]2[CH:23]=[CH:22][CH:21]=[CH:20][C:19]=2[CH2:24][C:25](OC)=[O:26])[C:13]([C:29]([F:32])([F:31])[F:30])=[CH:12][N:11]=1.O.[OH-].[Li+].C1C=CC2N(O)N=NC=2C=1.CCN=C=NCCCN(C)C.Cl.CCN(C(C)C)C(C)C.[C:80](=[O:83])([O-])[O-].[NH4+:84].[NH4+].C(=O)(O)[O-].[Na+], predict the reaction product. The product is: [NH2:84][C:25](=[O:26])[CH2:24][C:19]1[CH:20]=[CH:21][CH:22]=[CH:23][C:18]=1[CH2:17][CH2:16][C:14]1[C:13]([C:29]([F:32])([F:31])[F:30])=[CH:12][N:11]=[C:10]([NH:9][C:8]2[CH:7]=[CH:6][C:5]([CH:33]3[CH2:38][CH2:37][N:36]([C:39]([O:41][C:42]([CH3:45])([CH3:44])[CH3:43])=[O:40])[CH2:35][CH2:34]3)=[CH:4][C:3]=2[O:83][CH3:80])[N:15]=1. (6) Given the reactants [NH2:1][C:2]1[CH:7]=[CH:6][CH:5]=[CH:4][C:3]=1[S:8]([CH:11]([CH3:13])[CH3:12])(=[O:10])=[O:9].[H-].[Na+].[Cl:16][C:17]1[CH:22]=[C:21](Cl)[N:20]=[CH:19][N:18]=1, predict the reaction product. The product is: [Cl:16][C:17]1[N:18]=[CH:19][N:20]=[C:21]([NH:1][C:2]2[CH:7]=[CH:6][CH:5]=[CH:4][C:3]=2[S:8]([CH:11]([CH3:13])[CH3:12])(=[O:10])=[O:9])[CH:22]=1.